From a dataset of Reaction yield outcomes from USPTO patents with 853,638 reactions. Predict the reaction yield, written as a fraction of the theoretical maximum amount of product (1.0 means a 100% yield; for example, 0.34 means a 34% yield). The reactants are Br[C:2]1[CH:3]=[C:4]([F:13])[C:5]2[O:9][C:8]([CH3:11])([CH3:10])[CH2:7][C:6]=2[CH:12]=1.C([Li])CCC.[B:19](OC(C)C)([O:24]C(C)C)[O:20]C(C)C.Cl. The catalyst is O1CCCC1. The product is [F:13][C:4]1[C:5]2[O:9][C:8]([CH3:11])([CH3:10])[CH2:7][C:6]=2[CH:12]=[C:2]([B:19]([OH:24])[OH:20])[CH:3]=1. The yield is 0.400.